From a dataset of TCR-epitope binding with 47,182 pairs between 192 epitopes and 23,139 TCRs. Binary Classification. Given a T-cell receptor sequence (or CDR3 region) and an epitope sequence, predict whether binding occurs between them. (1) The epitope is HTTDPSFLGRY. The TCR CDR3 sequence is CASSMTGESKGEQYF. Result: 1 (the TCR binds to the epitope). (2) The epitope is EIYKRWII. The TCR CDR3 sequence is CASSHNPGLPPYNEQFF. Result: 0 (the TCR does not bind to the epitope). (3) The epitope is EIYKRWII. The TCR CDR3 sequence is CASSLDDGRRPLHF. Result: 1 (the TCR binds to the epitope). (4) The epitope is EPLPQGQLTAY. The TCR CDR3 sequence is CASRPPGVYEQYF. Result: 1 (the TCR binds to the epitope). (5) The epitope is GTSGSPIVNR. The TCR CDR3 sequence is CATSGRDRPNNEQFF. Result: 1 (the TCR binds to the epitope). (6) The epitope is AYAQKIFKI. The TCR CDR3 sequence is CSVEGLGSYEQYF. Result: 0 (the TCR does not bind to the epitope). (7) The TCR CDR3 sequence is CAISDPVYTEAFF. Result: 1 (the TCR binds to the epitope). The epitope is FPPTSFGPL.